From a dataset of Forward reaction prediction with 1.9M reactions from USPTO patents (1976-2016). Predict the product of the given reaction. (1) The product is: [ClH:1].[CH2:2]([NH:6][CH2:7][C@@H:8]1[O:9][C@:14]([OH:15])([CH2:16][OH:17])[C@@H:12]([OH:13])[C@@H:10]1[OH:11])[CH2:3][CH2:4][CH3:5]. Given the reactants [ClH:1].[CH2:2]([NH:6][CH2:7][C@@H:8]([C@H:10]([C@@H:12]([C@@H:14]([CH2:16][OH:17])[OH:15])[OH:13])[OH:11])[OH:9])[CH2:3][CH2:4][CH3:5].[OH-].[Na+], predict the reaction product. (2) Given the reactants [Cl:1][C:2]1[CH:3]=[C:4]([NH2:12])[C:5]([NH2:11])=[CH:6][C:7]=1[N+:8]([O-:10])=[O:9].[S:13](Cl)(Cl)=O.C([O-])(O)=O.[Na+], predict the reaction product. The product is: [Cl:1][C:2]1[C:7]([N+:8]([O-:10])=[O:9])=[CH:6][C:5]2=[N:11][S:13][N:12]=[C:4]2[CH:3]=1. (3) Given the reactants C(NC(C)C)(C)C.C([Li])CCC.[Cl:13][C:14]1[CH:15]=[C:16]([CH2:20][CH2:21][C:22]([O:24][CH3:25])=[O:23])[CH:17]=[CH:18][CH:19]=1.[N+:26](/[CH:29]=[CH:30]/[C:31]1[CH:36]=[CH:35][CH:34]=[CH:33][CH:32]=1)([O-:28])=[O:27], predict the reaction product. The product is: [Cl:13][C:14]1[CH:15]=[C:16]([CH:17]=[CH:18][CH:19]=1)[CH2:20][CH:21]([CH:30]([C:31]1[CH:36]=[CH:35][CH:34]=[CH:33][CH:32]=1)[CH2:29][N+:26]([O-:28])=[O:27])[C:22]([O:24][CH3:25])=[O:23]. (4) Given the reactants FC1C=C2C(C(I)=CN2S(C2C=CC=CC=2)(=O)=O)=CC=1.[F:21][C:22]1[CH:30]=[C:29]2[C:25]([C:26]([C:40]3[CH:41]=[N:42][N:43]([CH:45]4[CH2:50][CH2:49][N:48]([C:51](=[O:59])[CH2:52][CH2:53][CH2:54][S:55]([CH3:58])(=[O:57])=[O:56])[CH2:47][CH2:46]4)[CH:44]=3)=[CH:27][N:28]2S(C2C=CC=CC=2)(=O)=O)=[CH:24][CH:23]=1, predict the reaction product. The product is: [F:21][C:22]1[CH:30]=[C:29]2[C:25]([C:26]([C:40]3[CH:41]=[N:42][N:43]([CH:45]4[CH2:50][CH2:49][N:48]([C:51](=[O:59])[CH2:52][CH2:53][CH2:54][S:55]([CH3:58])(=[O:57])=[O:56])[CH2:47][CH2:46]4)[CH:44]=3)=[CH:27][NH:28]2)=[CH:24][CH:23]=1. (5) The product is: [CH2:31]([NH:38][C:11](=[O:13])[C@@H:10]([OH:14])[CH:9]([NH2:8])[CH2:15][CH3:16])[C:32]1[CH:37]=[CH:36][CH:35]=[CH:34][CH:33]=1. Given the reactants C(OC([NH:8][CH:9]([CH2:15][CH3:16])[CH:10]([OH:14])[C:11]([OH:13])=O)=O)(C)(C)C.C(Cl)CCl.C1C=CC2N(O)N=NC=2C=1.[CH2:31]([NH2:38])[C:32]1[CH:37]=[CH:36][CH:35]=[CH:34][CH:33]=1.CN1CCOCC1, predict the reaction product.